Dataset: Full USPTO retrosynthesis dataset with 1.9M reactions from patents (1976-2016). Task: Predict the reactants needed to synthesize the given product. (1) Given the product [CH:3]([C:4]1[CH:14]=[C:13]([CH3:15])[C:7]([CH2:8][NH:9][C:10](=[O:12])[CH3:11])=[C:6]([CH3:16])[CH:5]=1)=[O:2], predict the reactants needed to synthesize it. The reactants are: C[O:2][CH:3](OC)[C:4]1[CH:14]=[C:13]([CH3:15])[C:7]([CH2:8][NH:9][C:10](=[O:12])[CH3:11])=[C:6]([CH3:16])[CH:5]=1.FC(F)(F)C(O)=O.O. (2) The reactants are: C(OC([N:8]1[CH2:12][CH2:11][CH:10]([C:13]2[NH:17][C:16]3[CH:18]=[CH:19][C:20]([C:22]#[N:23])=[CH:21][C:15]=3[N:14]=2)[CH2:9]1)=O)(C)(C)C.Cl. Given the product [NH:8]1[CH2:12][CH2:11][CH:10]([C:13]2[NH:17][C:16]3[CH:18]=[CH:19][C:20]([C:22]#[N:23])=[CH:21][C:15]=3[N:14]=2)[CH2:9]1, predict the reactants needed to synthesize it.